This data is from Reaction yield outcomes from USPTO patents with 853,638 reactions. The task is: Predict the reaction yield, written as a fraction of the theoretical maximum amount of product (1.0 means a 100% yield; for example, 0.34 means a 34% yield). (1) The catalyst is O. The yield is 0.780. The reactants are [CH3:1][C:2]1[C:3]([N:10]2[N:14]=[CH:13][CH:12]=[N:11]2)=[C:4]([CH:7]=[CH:8][CH:9]=1)[C:5]#N.[OH-:15].[Na+].C[OH:18]. The product is [CH3:1][C:2]1[C:3]([N:10]2[N:14]=[CH:13][CH:12]=[N:11]2)=[C:4]([CH:7]=[CH:8][CH:9]=1)[C:5]([OH:18])=[O:15]. (2) The reactants are [Cl:1][C:2]1[CH:3]=[C:4]2[C:9](=[CH:10][CH:11]=1)[N:8]=[C:7]([O:12][CH3:13])[C:6]([NH:14][C:15](=[O:19])OCC)=[N:5]2.[Cl:20][C:21]1[CH:26]=[CH:25][C:24]([N:27]2[CH2:32][CH2:31][NH:30][CH2:29][CH2:28]2)=[CH:23][CH:22]=1. No catalyst specified. The product is [Cl:1][C:2]1[CH:3]=[C:4]2[C:9](=[CH:10][CH:11]=1)[N:8]=[C:7]([O:12][CH3:13])[C:6]([NH:14][C:15]([N:30]1[CH2:29][CH2:28][N:27]([C:24]3[CH:23]=[CH:22][C:21]([Cl:20])=[CH:26][CH:25]=3)[CH2:32][CH2:31]1)=[O:19])=[N:5]2. The yield is 0.960. (3) The reactants are [CH:1]([NH:4]C(C)C)(C)[CH3:2].[Li]CCCC.[CH3:13][C:14]1([C:17]([O:19]C)=O)[CH2:16][CH2:15]1. The catalyst is C1COCC1. The product is [CH3:13][C:14]1([C:17](=[O:19])[CH2:2][C:1]#[N:4])[CH2:16][CH2:15]1. The yield is 0.890. (4) The reactants are [NH2:1][C:2]1[N:3]([CH3:29])[C:4](=[O:28])[C:5]2([N:27]=1)[C:14]1[C:9](=[CH:10][CH:11]=[C:12](Br)[CH:13]=1)[CH2:8][CH2:7][CH:6]2[CH2:16][CH:17]1[CH2:22][CH2:21][N:20]([CH2:23][CH:24]([F:26])[F:25])[CH2:19][CH2:18]1.[Cl:30][C:31]1[CH:32]=[C:33](B(O)O)[CH:34]=[N:35][CH:36]=1.C([O-])([O-])=O.[Na+].[Na+]. The catalyst is C1C=CC([P]([Pd]([P](C2C=CC=CC=2)(C2C=CC=CC=2)C2C=CC=CC=2)([P](C2C=CC=CC=2)(C2C=CC=CC=2)C2C=CC=CC=2)[P](C2C=CC=CC=2)(C2C=CC=CC=2)C2C=CC=CC=2)(C2C=CC=CC=2)C2C=CC=CC=2)=CC=1.O1CCOCC1. The product is [NH2:1][C:2]1[N:3]([CH3:29])[C:4](=[O:28])[C@@:5]2([N:27]=1)[C:14]1[C:9](=[CH:10][CH:11]=[C:12]([C:33]3[CH:34]=[N:35][CH:36]=[C:31]([Cl:30])[CH:32]=3)[CH:13]=1)[CH2:8][CH2:7][C@H:6]2[CH2:16][CH:17]1[CH2:22][CH2:21][N:20]([CH2:23][CH:24]([F:26])[F:25])[CH2:19][CH2:18]1. The yield is 0.260. (5) The reactants are Cl.C([O:4][C:5](=[O:9])[CH2:6][CH2:7][NH2:8])C.[CH:10](=O)[C:11]1[CH:16]=[CH:15][CH:14]=[CH:13][CH:12]=1. The catalyst is C1(C)C=CC=CC=1. The product is [CH2:10]([NH:8][CH2:7][CH2:6][C:5]([OH:4])=[O:9])[C:11]1[CH:16]=[CH:15][CH:14]=[CH:13][CH:12]=1. The yield is 0.700. (6) The reactants are [Br:1][C:2]1[CH:11]=[CH:10][C:5](C(OC)=O)=[C:4]([F:12])[CH:3]=1.[CH3:13][Mg+].[Br-].CC[O:18][CH2:19][CH3:20]. No catalyst specified. The product is [Br:1][C:2]1[CH:11]=[CH:10][C:5]([C:19]([OH:18])([CH3:20])[CH3:13])=[C:4]([F:12])[CH:3]=1. The yield is 0.950.